Dataset: Full USPTO retrosynthesis dataset with 1.9M reactions from patents (1976-2016). Task: Predict the reactants needed to synthesize the given product. Given the product [CH3:11][C:10]1[C:3]2[C:2]([C:13]#[N:15])=[N:7][CH:6]=[N:5][C:4]=2[S:8][CH:9]=1, predict the reactants needed to synthesize it. The reactants are: Cl[C:2]1[C:3]2[C:10]([CH3:11])=[CH:9][S:8][C:4]=2[N:5]=[CH:6][N:7]=1.C[C:13]([N:15](C)C)=O.